From a dataset of Forward reaction prediction with 1.9M reactions from USPTO patents (1976-2016). Predict the product of the given reaction. Given the reactants [NH:1]1[C:9]2[C:4](=[CH:5][C:6]([C:10]([OH:12])=[O:11])=[CH:7][CH:8]=2)[CH:3]=[CH:2]1.[H-].[Na+].Cl[CH2:16][C:17]1[C:26]2[C:21](=[CH:22][CH:23]=[CH:24][CH:25]=2)[N:20]=[C:19]([CH3:27])[CH:18]=1.Cl, predict the reaction product. The product is: [CH3:27][C:19]1[CH:18]=[C:17]([CH2:16][N:1]2[C:9]3[C:4](=[CH:5][C:6]([C:10]([OH:12])=[O:11])=[CH:7][CH:8]=3)[CH:3]=[CH:2]2)[C:26]2[CH2:25][CH:24]=[CH:23][CH2:22][C:21]=2[N:20]=1.